Dataset: Forward reaction prediction with 1.9M reactions from USPTO patents (1976-2016). Task: Predict the product of the given reaction. (1) The product is: [CH2:25]([C:3]1([CH2:1][CH3:2])[CH2:4][CH:5]([CH2:9][CH2:10][N:11]2[CH2:16][CH2:15][N:14]([C:17]3[CH:24]=[CH:23][C:22]([OH:39])=[CH:21][CH:18]=3)[CH2:13][CH2:12]2)[O:6][C:7]1=[O:8])[CH3:26]. Given the reactants [CH2:1]([C:3]1([CH2:25][CH3:26])[C:7](=[O:8])[O:6][CH:5]([CH2:9][CH2:10][N:11]2[CH2:16][CH2:15][N:14]([C:17]3[CH:24]=[CH:23][CH:22]=[CH:21][C:18]=3C#N)[CH2:13][CH2:12]2)[CH2:4]1)[CH3:2].N1(C2C=CC([OH:39])=CC=2)CCNCC1.N1(C2C=CC=CC=2C#N)CCNCC1, predict the reaction product. (2) Given the reactants Cl[C:2]1[CH:7]=[CH:6][C:5]([CH3:8])=[CH:4][CH:3]=1.[C:9](#N)[CH3:10].[Li].C1C[O:16]CC1, predict the reaction product. The product is: [CH3:8][C:5]1[CH:6]=[CH:7][C:2]([C:9]([CH3:10])=[O:16])=[CH:3][CH:4]=1. (3) Given the reactants C([O:8][C:9]1[C:14]([C:15]2[CH:26]=[C:25]([C:27]([CH3:30])([CH3:29])[CH3:28])[C:24]([O:31][CH3:32])=[CH:23][C:16]=2[CH2:17][NH:18][S:19]([CH3:22])(=[O:21])=[O:20])=[CH:13][CH:12]=[C:11]([CH3:33])[N:10]=1)C1C=CC=CC=1, predict the reaction product. The product is: [C:27]([C:25]1[C:24]([O:31][CH3:32])=[CH:23][C:16]([CH2:17][NH:18][S:19]([CH3:22])(=[O:21])=[O:20])=[C:15]([C:14]2[C:9](=[O:8])[NH:10][C:11]([CH3:33])=[CH:12][CH:13]=2)[CH:26]=1)([CH3:30])([CH3:28])[CH3:29]. (4) The product is: [ClH:42].[ClH:42].[C:1]([C:3]1[CH:4]=[CH:5][C:6]([CH3:41])=[C:7]([N:9]([CH2:27][C:28]([N:30]([N:32]2[CH2:33][C:34]3[C:39](=[CH:38][CH:37]=[CH:36][CH:35]=3)[CH2:40]2)[CH3:31])=[O:29])[CH2:10][C:11]([NH:13][CH2:14][CH2:15][NH:16][CH:17]([CH3:18])[CH3:19])=[O:12])[CH:8]=1)#[N:2]. Given the reactants [C:1]([C:3]1[CH:4]=[CH:5][C:6]([CH3:41])=[C:7]([N:9]([CH2:27][C:28]([N:30]([N:32]2[CH2:40][C:39]3[C:34](=[CH:35][CH:36]=[CH:37][CH:38]=3)[CH2:33]2)[CH3:31])=[O:29])[CH2:10][C:11]([NH:13][CH2:14][CH2:15][N:16](C(OC(C)(C)C)=O)[CH:17]([CH3:19])[CH3:18])=[O:12])[CH:8]=1)#[N:2].[ClH:42].O1CCOCC1.C(OCC)C, predict the reaction product.